From a dataset of Peptide-MHC class II binding affinity with 134,281 pairs from IEDB. Regression. Given a peptide amino acid sequence and an MHC pseudo amino acid sequence, predict their binding affinity value. This is MHC class II binding data. (1) The peptide sequence is AWKVAATAANAAPAN. The MHC is DRB1_0802 with pseudo-sequence DRB1_0802. The binding affinity (normalized) is 0.479. (2) The peptide sequence is ARTDLLAFTAFPKQI. The MHC is DRB4_0101 with pseudo-sequence DRB4_0103. The binding affinity (normalized) is 0.618. (3) The peptide sequence is RLCFSKSKNTLMYEI. The MHC is DRB5_0101 with pseudo-sequence DRB5_0101. The binding affinity (normalized) is 0.696. (4) The peptide sequence is KGYMFESKSMKLRTQI. The MHC is DRB1_0405 with pseudo-sequence DRB1_0405. The binding affinity (normalized) is 0.381. (5) The peptide sequence is FTFVLLLSGQITWRD. The binding affinity (normalized) is 0.574. The MHC is DRB1_1101 with pseudo-sequence DRB1_1101. (6) The peptide sequence is AFMVAATAANAAPAN. The MHC is DRB1_0701 with pseudo-sequence DRB1_0701. The binding affinity (normalized) is 0.428. (7) The peptide sequence is MLRKKQITVLDLHPGAGK. The MHC is DRB1_0401 with pseudo-sequence DRB1_0401. The binding affinity (normalized) is 0.